From a dataset of Peptide-MHC class I binding affinity with 185,985 pairs from IEDB/IMGT. Regression. Given a peptide amino acid sequence and an MHC pseudo amino acid sequence, predict their binding affinity value. This is MHC class I binding data. The peptide sequence is ILSTLPETTV. The MHC is HLA-A02:01 with pseudo-sequence HLA-A02:01. The binding affinity (normalized) is 0.494.